Task: Predict the reaction yield, written as a fraction of the theoretical maximum amount of product (1.0 means a 100% yield; for example, 0.34 means a 34% yield).. Dataset: Reaction yield outcomes from USPTO patents with 853,638 reactions The reactants are [CH3:1][C@H:2]1[NH:7][C@@H:6]([CH3:8])[CH2:5][N:4]([C:9]([O:11][C:12]([CH3:15])([CH3:14])[CH3:13])=[O:10])[CH2:3]1.Br[CH2:17][CH2:18][NH:19][C:20](=[O:29])[O:21][CH2:22][C:23]1[CH:28]=[CH:27][CH:26]=[CH:25][CH:24]=1.C([O-])([O-])=O.[K+].[K+].[Na+].[I-]. The catalyst is CN(C=O)C.O. The product is [CH2:22]([O:21][C:20]([NH:19][CH2:18][CH2:17][N:7]1[C@@H:2]([CH3:1])[CH2:3][N:4]([C:9]([O:11][C:12]([CH3:13])([CH3:15])[CH3:14])=[O:10])[CH2:5][C@H:6]1[CH3:8])=[O:29])[C:23]1[CH:28]=[CH:27][CH:26]=[CH:25][CH:24]=1. The yield is 0.600.